From a dataset of Catalyst prediction with 721,799 reactions and 888 catalyst types from USPTO. Predict which catalyst facilitates the given reaction. (1) Reactant: [Br:1][C:2]1[CH:3]=[C:4]2[C:9](=[CH:10][CH:11]=1)[N:8]=[C:7]([CH2:12][NH2:13])[CH:6]=[CH:5]2.CCN(CC)CC.[C:21](Cl)(=[O:23])[CH3:22]. Product: [Br:1][C:2]1[CH:3]=[C:4]2[C:9](=[CH:10][CH:11]=1)[N:8]=[C:7]([CH2:12][NH:13][C:21](=[O:23])[CH3:22])[CH:6]=[CH:5]2. The catalyst class is: 2. (2) Reactant: [F:1][C@@H:2]1[CH2:6][N:5]([C:7]([O:9][C:10]([CH3:13])([CH3:12])[CH3:11])=[O:8])[C@@H:4]([CH2:14][OH:15])[CH2:3]1.C(N(CC)CC)C.[CH3:23][S:24](Cl)(=[O:26])=[O:25]. Product: [F:1][C@@H:2]1[CH2:6][N:5]([C:7]([O:9][C:10]([CH3:11])([CH3:12])[CH3:13])=[O:8])[C@@H:4]([CH2:14][O:15][S:24]([CH3:23])(=[O:26])=[O:25])[CH2:3]1. The catalyst class is: 2. (3) Reactant: [Br:1][C:2]1[CH:12]=[C:11]([CH3:13])[CH:10]=[CH:9][C:3]=1[O:4][CH2:5][C:6]([OH:8])=O.[CH:14]([NH:17][NH:18][C:19](=[O:26])[C:20]1[CH:25]=[CH:24][CH:23]=[CH:22][CH:21]=1)([CH3:16])[CH3:15].C(N(C(C)C)CC)(C)C.C1CN([P+](Br)(N2CCCC2)N2CCCC2)CC1.F[P-](F)(F)(F)(F)F. Product: [Br:1][C:2]1[CH:12]=[C:11]([CH3:13])[CH:10]=[CH:9][C:3]=1[O:4][CH2:5][C:6]([N:17]([CH:14]([CH3:16])[CH3:15])[NH:18][C:19](=[O:26])[C:20]1[CH:25]=[CH:24][CH:23]=[CH:22][CH:21]=1)=[O:8]. The catalyst class is: 3. (4) Reactant: [CH3:1][N:2]([CH3:31])[C:3](=[O:30])[C@@H:4]([NH:12]C(=O)OCC1C2C=CC=CC=2C2C1=CC=CC=2)[CH2:5][C:6]1[CH:7]=[N:8][CH:9]=[CH:10][CH:11]=1.C1COCC1.CNC. Product: [NH2:12][C@@H:4]([CH2:5][C:6]1[CH:7]=[N:8][CH:9]=[CH:10][CH:11]=1)[C:3]([N:2]([CH3:31])[CH3:1])=[O:30]. The catalyst class is: 5. (5) Product: [CH2:14]([C:26]1[CH:27]=[C:28]([C:2]2[C:7]3=[N:8][S:9][N:10]=[C:6]3[C:5]([C:28]3[S:29][CH:30]=[C:26]([CH2:14][CH2:15][CH2:16][CH2:17][CH2:18][CH2:19][CH2:20][CH2:21][CH2:22][CH2:23][CH2:24][CH3:25])[CH:27]=3)=[C:4]([F:12])[C:3]=2[F:13])[S:29][CH:30]=1)[CH2:15][CH2:16][CH2:17][CH2:18][CH2:19][CH2:20][CH2:21][CH2:22][CH2:23][CH2:24][CH3:25]. The catalyst class is: 206. Reactant: Br[C:2]1[C:7]2=[N:8][S:9][N:10]=[C:6]2[C:5](Br)=[C:4]([F:12])[C:3]=1[F:13].[CH2:14]([C:26]1[CH:27]=[C:28]([Sn](C)(C)C)[S:29][CH:30]=1)[CH2:15][CH2:16][CH2:17][CH2:18][CH2:19][CH2:20][CH2:21][CH2:22][CH2:23][CH2:24][CH3:25]. (6) Reactant: [Cl:1][C:2]1[C:3]([O:12][C:13]2[CH:18]=[C:17]([OH:19])[CH:16]=[CH:15][C:14]=2[CH2:20][CH2:21][C:22]([O:24][CH2:25][CH3:26])=[O:23])=[N:4][CH:5]=[C:6]([C:8]([F:11])([F:10])[F:9])[CH:7]=1.[CH:27]([O:30][CH2:31][CH2:32]O)([CH3:29])[CH3:28].C(P(CCCC)CCCC)CCC.N(C(N1CCCCC1)=O)=NC(N1CCCCC1)=O. Product: [Cl:1][C:2]1[C:3]([O:12][C:13]2[CH:18]=[C:17]([O:19][CH2:32][CH2:31][O:30][CH:27]([CH3:29])[CH3:28])[CH:16]=[CH:15][C:14]=2[CH2:20][CH2:21][C:22]([O:24][CH2:25][CH3:26])=[O:23])=[N:4][CH:5]=[C:6]([C:8]([F:9])([F:11])[F:10])[CH:7]=1. The catalyst class is: 7. (7) Reactant: [F:1][C:2]([F:8])([CH:5]([F:7])[F:6])[CH2:3][OH:4].[F:9][C:10]([F:25])([S:21](F)(=[O:23])=[O:22])[C:11]([F:20])([F:19])[C:12]([F:18])([F:17])[C:13]([F:16])([F:15])[F:14].[OH-].[K+]. Product: [F:25][C:10]([F:9])([S:21]([O:4][CH2:3][C:2]([F:8])([F:1])[CH:5]([F:7])[F:6])(=[O:23])=[O:22])[C:11]([F:19])([F:20])[C:12]([F:18])([F:17])[C:13]([F:16])([F:15])[F:14]. The catalyst class is: 6.